This data is from Catalyst prediction with 721,799 reactions and 888 catalyst types from USPTO. The task is: Predict which catalyst facilitates the given reaction. (1) Reactant: Br[CH2:2][CH2:3][CH2:4][CH2:5][CH2:6][CH2:7][CH2:8][CH2:9][CH2:10][CH2:11][CH2:12][CH2:13][OH:14].[NH:15]1[CH2:20][CH2:19][O:18][CH2:17][CH2:16]1. Product: [N:15]1([CH2:2][CH2:3][CH2:4][CH2:5][CH2:6][CH2:7][CH2:8][CH2:9][CH2:10][CH2:11][CH2:12][CH2:13][OH:14])[CH2:20][CH2:19][O:18][CH2:17][CH2:16]1. The catalyst class is: 10. (2) Reactant: ClCCl.Cl.[NH2:5][C@H:6]([C:9]([O:11][CH3:12])=[O:10])[CH2:7]O.[C:13](Cl)(=[O:20])[C:14]1[CH:19]=[CH:18][CH:17]=[CH:16][CH:15]=1. Product: [C:14]1([C:13]([NH:5][C:6](=[CH2:7])[C:9]([O:11][CH3:12])=[O:10])=[O:20])[CH:19]=[CH:18][CH:17]=[CH:16][CH:15]=1. The catalyst class is: 66. (3) Reactant: [CH3:1][O:2][C:3]1[CH:4]=[C:5]2[C:10](=[CH:11][C:12]=1[O:13][CH3:14])[C:9]([CH3:15])=[N:8][C:7]([C:16]1[CH:17]=[C:18]([CH:20]=[CH:21][CH:22]=1)[NH2:19])=[CH:6]2.CCN(CC)CC.[CH3:30][S:31](Cl)(=[O:33])=[O:32]. Product: [CH3:1][O:2][C:3]1[CH:4]=[C:5]2[C:10](=[CH:11][C:12]=1[O:13][CH3:14])[C:9]([CH3:15])=[N:8][C:7]([C:16]1[CH:17]=[C:18]([NH:19][S:31]([CH3:30])(=[O:33])=[O:32])[CH:20]=[CH:21][CH:22]=1)=[CH:6]2. The catalyst class is: 2. (4) Reactant: [F:1][C:2]1([F:30])[CH2:7][CH2:6][N:5]([C:8]([C:10]2[NH:11][C:12]3[C:17]([CH:18]=2)=[CH:16][C:15]([C:19]([N:21]2[CH2:26][CH2:25][CH:24]([N:27]([CH3:29])[CH3:28])[CH2:23][CH2:22]2)=[O:20])=[CH:14][CH:13]=3)=[O:9])[CH2:4][CH2:3]1.[F:31][C:32]([F:43])([F:42])[C:33]1[CH:38]=[CH:37][C:36](B(O)O)=[CH:35][CH:34]=1.N1C=CC=CC=1. Product: [F:30][C:2]1([F:1])[CH2:7][CH2:6][N:5]([C:8]([C:10]2[N:11]([C:36]3[CH:37]=[CH:38][C:33]([C:32]([F:43])([F:42])[F:31])=[CH:34][CH:35]=3)[C:12]3[C:17]([CH:18]=2)=[CH:16][C:15]([C:19]([N:21]2[CH2:26][CH2:25][CH:24]([N:27]([CH3:28])[CH3:29])[CH2:23][CH2:22]2)=[O:20])=[CH:14][CH:13]=3)=[O:9])[CH2:4][CH2:3]1. The catalyst class is: 221. (5) Reactant: [Cl:1][C:2]1[CH:7]=[CH:6][C:5]([C:8](=[O:31])[CH2:9][N:10]2[CH2:15][CH2:14][CH:13]([N:16]3[C:20]4[CH:21]=[CH:22][C:23]([C:25]5[NH:29][N:28]=[N:27][N:26]=5)=[CH:24][C:19]=4[NH:18][C:17]3=[O:30])[CH2:12][CH2:11]2)=[CH:4][CH:3]=1.[BH4-].[Na+].O.FC(F)(F)C(O)=O. Product: [Cl:1][C:2]1[CH:3]=[CH:4][C:5]([CH:8]([OH:31])[CH2:9][N:10]2[CH2:15][CH2:14][CH:13]([N:16]3[C:20]4[CH:21]=[CH:22][C:23]([C:25]5[NH:29][N:28]=[N:27][N:26]=5)=[CH:24][C:19]=4[NH:18][C:17]3=[O:30])[CH2:12][CH2:11]2)=[CH:6][CH:7]=1. The catalyst class is: 8. (6) Reactant: C(OC(=O)[NH:7][C:8]1[CH:13]=[C:12]([N:14]([CH3:16])[CH3:15])[C:11]([C:17]([F:20])([F:19])[F:18])=[CH:10][C:9]=1[NH:21][C:22](=[O:45])[CH2:23][C:24](=O)[C:25]1[CH:30]=[CH:29][CH:28]=[C:27]([C:31]2[O:35][N:34]=[C:33]([CH2:36][O:37]C3CCCCO3)[CH:32]=2)[CH:26]=1)(C)(C)C.C(O)(C(F)(F)F)=O. Product: [CH3:16][N:14]([CH3:15])[C:12]1[C:11]([C:17]([F:18])([F:19])[F:20])=[CH:10][C:9]2[NH:21][C:22](=[O:45])[CH2:23][C:24]([C:25]3[CH:30]=[CH:29][CH:28]=[C:27]([C:31]4[O:35][N:34]=[C:33]([CH2:36][OH:37])[CH:32]=4)[CH:26]=3)=[N:7][C:8]=2[CH:13]=1. The catalyst class is: 2. (7) Reactant: [CH2:1]1[C:10]2[C:5](=[CH:6][CH:7]=[CH:8][CH:9]=2)[CH2:4][CH2:3][N:2]1[S:11]([C:14]1[CH:21]=[CH:20][C:17]([CH:18]=O)=[CH:16][CH:15]=1)(=[O:13])=[O:12].[C:22]([N:29]1[CH2:34][CH2:33][NH:32][CH2:31][CH2:30]1)([O:24][C:25]([CH3:28])([CH3:27])[CH3:26])=[O:23]. Product: [CH2:1]1[C:10]2[C:5](=[CH:6][CH:7]=[CH:8][CH:9]=2)[CH2:4][CH2:3][N:2]1[S:11]([C:14]1[CH:21]=[CH:20][C:17]([CH2:18][N:32]2[CH2:31][CH2:30][N:29]([C:22]([O:24][C:25]([CH3:28])([CH3:27])[CH3:26])=[O:23])[CH2:34][CH2:33]2)=[CH:16][CH:15]=1)(=[O:13])=[O:12]. The catalyst class is: 26. (8) Reactant: [CH3:1][C:2]1[O:6][C:5]([C:7]([O:9][CH3:10])=[O:8])=[CH:4][C:3]=1[C:11]1[N:15]([CH3:16])[N:14]=[CH:13][CH:12]=1.[Br:17]N1C(=O)CCC1=O. Product: [Br:17][C:12]1[CH:13]=[N:14][N:15]([CH3:16])[C:11]=1[C:3]1[CH:4]=[C:5]([C:7]([O:9][CH3:10])=[O:8])[O:6][C:2]=1[CH3:1]. The catalyst class is: 7.